Dataset: Full USPTO retrosynthesis dataset with 1.9M reactions from patents (1976-2016). Task: Predict the reactants needed to synthesize the given product. (1) Given the product [C:15]12[C:12](=[CH:11][CH:21]=[CH:22][CH:14]=1)[NH:8][C:1](=[O:2])[O:18][C:16]2=[O:17], predict the reactants needed to synthesize it. The reactants are: [C:1]([N:8]1[CH:12]=[CH:11]N=C1)(N1C=CN=C1)=[O:2].N[C:14]1[CH:22]=[CH:21]C(CN(C=O)C)=C[C:15]=1[C:16]([OH:18])=[O:17]. (2) Given the product [Cl:6][C:7]1[CH:8]=[C:9]([C@@H:13]2[C@@H:18]([C:19]3[CH:24]=[CH:23][C:22]([Cl:25])=[CH:21][CH:20]=3)[N:17]([CH2:26][CH:27]3[CH2:28][CH2:29]3)[C:16](=[O:30])[C@:15]([CH2:38][C:39]([OH:43])=[O:40])([CH2:31][CH2:32][N:33]3[CH2:37][CH2:36][CH2:35][CH2:34]3)[CH2:14]2)[CH:10]=[CH:11][CH:12]=1, predict the reactants needed to synthesize it. The reactants are: S(=O)(=O)(O)O.[Cl:6][C:7]1[CH:8]=[C:9]([C@@H:13]2[C@@H:18]([C:19]3[CH:24]=[CH:23][C:22]([Cl:25])=[CH:21][CH:20]=3)[N:17]([CH2:26][CH:27]3[CH2:29][CH2:28]3)[C:16](=[O:30])[C:15]([CH2:38][CH2:39][OH:40])([CH2:31][CH2:32][N:33]3[CH2:37][CH2:36][CH2:35][CH2:34]3)[CH2:14]2)[CH:10]=[CH:11][CH:12]=1.CC(C)=[O:43].OS(O)(=O)=O.O=[Cr](=O)=O. (3) Given the product [CH2:1]([C:3]1[CH:4]=[CH:5][C:6]([C:9]2[CH:13]=[C:12]([CH3:14])[S:11][C:10]=2[CH2:15][OH:16])=[CH:7][CH:8]=1)[CH3:2], predict the reactants needed to synthesize it. The reactants are: [CH2:1]([C:3]1[CH:8]=[CH:7][C:6]([C:9]2[CH:13]=[C:12]([CH3:14])[S:11][C:10]=2[C:15](OC)=[O:16])=[CH:5][CH:4]=1)[CH3:2].CCOCC.[H-].[H-].[H-].[H-].[Li+].[Al+3].